The task is: Predict the reaction yield, written as a fraction of the theoretical maximum amount of product (1.0 means a 100% yield; for example, 0.34 means a 34% yield).. This data is from Reaction yield outcomes from USPTO patents with 853,638 reactions. The reactants are [CH3:1][N:2]1[CH2:7][CH2:6][N:5]([CH3:8])[CH2:4][C@H:3]1[CH2:9][OH:10].[H-].[Na+].[C:13]1([N:19]2[CH2:24][CH2:23][N:22]([C:25](OC3C=CC([N+]([O-])=O)=CC=3)=[O:26])[CH2:21][CH2:20]2)[CH:18]=[CH:17][CH:16]=[CH:15][CH:14]=1. The catalyst is C1COCC1. The product is [C:13]1([N:19]2[CH2:20][CH2:21][N:22]([C:25]([O:10][CH2:9][C@@H:3]3[CH2:4][N:5]([CH3:8])[CH2:6][CH2:7][N:2]3[CH3:1])=[O:26])[CH2:23][CH2:24]2)[CH:14]=[CH:15][CH:16]=[CH:17][CH:18]=1. The yield is 0.360.